This data is from NCI-60 drug combinations with 297,098 pairs across 59 cell lines. The task is: Regression. Given two drug SMILES strings and cell line genomic features, predict the synergy score measuring deviation from expected non-interaction effect. (1) Drug 1: CC1=C2C(C(=O)C3(C(CC4C(C3C(C(C2(C)C)(CC1OC(=O)C(C(C5=CC=CC=C5)NC(=O)C6=CC=CC=C6)O)O)OC(=O)C7=CC=CC=C7)(CO4)OC(=O)C)O)C)OC(=O)C. Drug 2: CC(C)NC(=O)C1=CC=C(C=C1)CNNC.Cl. Cell line: LOX IMVI. Synergy scores: CSS=50.8, Synergy_ZIP=4.03, Synergy_Bliss=1.26, Synergy_Loewe=-3.88, Synergy_HSA=0.881. (2) Drug 1: CCC1(CC2CC(C3=C(CCN(C2)C1)C4=CC=CC=C4N3)(C5=C(C=C6C(=C5)C78CCN9C7C(C=CC9)(C(C(C8N6C)(C(=O)OC)O)OC(=O)C)CC)OC)C(=O)OC)O.OS(=O)(=O)O. Drug 2: CC(C)NC(=O)C1=CC=C(C=C1)CNNC.Cl. Cell line: HCT-15. Synergy scores: CSS=0.690, Synergy_ZIP=5.01, Synergy_Bliss=-1.77, Synergy_Loewe=-5.65, Synergy_HSA=-1.51. (3) Drug 1: CC1OCC2C(O1)C(C(C(O2)OC3C4COC(=O)C4C(C5=CC6=C(C=C35)OCO6)C7=CC(=C(C(=C7)OC)O)OC)O)O. Drug 2: CC12CCC3C(C1CCC2OP(=O)(O)O)CCC4=C3C=CC(=C4)OC(=O)N(CCCl)CCCl.[Na+]. Cell line: HOP-62. Synergy scores: CSS=40.5, Synergy_ZIP=1.35, Synergy_Bliss=2.36, Synergy_Loewe=-54.6, Synergy_HSA=1.19. (4) Drug 1: CN1CCC(CC1)COC2=C(C=C3C(=C2)N=CN=C3NC4=C(C=C(C=C4)Br)F)OC. Drug 2: CC1=C(C=C(C=C1)NC2=NC=CC(=N2)N(C)C3=CC4=NN(C(=C4C=C3)C)C)S(=O)(=O)N.Cl. Cell line: NCI-H460. Synergy scores: CSS=2.03, Synergy_ZIP=1.71, Synergy_Bliss=4.75, Synergy_Loewe=-0.618, Synergy_HSA=1.71. (5) Drug 1: CC1=C2C(C(=O)C3(C(CC4C(C3C(C(C2(C)C)(CC1OC(=O)C(C(C5=CC=CC=C5)NC(=O)OC(C)(C)C)O)O)OC(=O)C6=CC=CC=C6)(CO4)OC(=O)C)OC)C)OC. Drug 2: CC(C)(C#N)C1=CC(=CC(=C1)CN2C=NC=N2)C(C)(C)C#N. Cell line: HOP-62. Synergy scores: CSS=38.5, Synergy_ZIP=3.21, Synergy_Bliss=1.85, Synergy_Loewe=-19.0, Synergy_HSA=3.05. (6) Drug 1: CCC1=C2CN3C(=CC4=C(C3=O)COC(=O)C4(CC)O)C2=NC5=C1C=C(C=C5)O. Drug 2: CC1=C(N=C(N=C1N)C(CC(=O)N)NCC(C(=O)N)N)C(=O)NC(C(C2=CN=CN2)OC3C(C(C(C(O3)CO)O)O)OC4C(C(C(C(O4)CO)O)OC(=O)N)O)C(=O)NC(C)C(C(C)C(=O)NC(C(C)O)C(=O)NCCC5=NC(=CS5)C6=NC(=CS6)C(=O)NCCC[S+](C)C)O. Cell line: HT29. Synergy scores: CSS=27.4, Synergy_ZIP=-0.167, Synergy_Bliss=1.66, Synergy_Loewe=-13.9, Synergy_HSA=3.98. (7) Drug 1: CC1=C(C=C(C=C1)NC2=NC=CC(=N2)N(C)C3=CC4=NN(C(=C4C=C3)C)C)S(=O)(=O)N.Cl. Drug 2: C(CN)CNCCSP(=O)(O)O. Cell line: HT29. Synergy scores: CSS=-4.84, Synergy_ZIP=0.741, Synergy_Bliss=-4.94, Synergy_Loewe=-7.77, Synergy_HSA=-7.85. (8) Drug 1: CCC(=C(C1=CC=CC=C1)C2=CC=C(C=C2)OCCN(C)C)C3=CC=CC=C3.C(C(=O)O)C(CC(=O)O)(C(=O)O)O. Drug 2: CC1=C2C(C(=O)C3(C(CC4C(C3C(C(C2(C)C)(CC1OC(=O)C(C(C5=CC=CC=C5)NC(=O)OC(C)(C)C)O)O)OC(=O)C6=CC=CC=C6)(CO4)OC(=O)C)O)C)O. Cell line: A549. Synergy scores: CSS=6.81, Synergy_ZIP=24.3, Synergy_Bliss=22.9, Synergy_Loewe=18.2, Synergy_HSA=18.7.